Task: Predict the reactants needed to synthesize the given product.. Dataset: Full USPTO retrosynthesis dataset with 1.9M reactions from patents (1976-2016) (1) Given the product [C:1]([O:5][C:6](=[O:20])[NH:7][CH2:8][C:9]([CH3:11])([O:12][C:13]1[CH:18]=[CH:17][C:16]([B:24]2[O:25][C:26]([CH3:28])([CH3:27])[C:22]([CH3:38])([CH3:21])[O:23]2)=[CH:15][CH:14]=1)[CH3:10])([CH3:4])([CH3:3])[CH3:2], predict the reactants needed to synthesize it. The reactants are: [C:1]([O:5][C:6](=[O:20])[NH:7][CH2:8][C:9]([O:12][C:13]1[CH:18]=[CH:17][C:16](Br)=[CH:15][CH:14]=1)([CH3:11])[CH3:10])([CH3:4])([CH3:3])[CH3:2].[CH3:21][C:22]1([CH3:38])[C:26]([CH3:28])([CH3:27])[O:25][B:24]([B:24]2[O:25][C:26]([CH3:28])([CH3:27])[C:22]([CH3:38])([CH3:21])[O:23]2)[O:23]1.CC([O-])=O.[K+]. (2) Given the product [CH3:7][O:6][C:4](=[O:5])[CH2:3][C:2]1[N:22]([CH2:21][C:18]2[CH:19]=[CH:20][C:15]([O:14][CH3:13])=[CH:16][CH:17]=2)[CH:23]=[CH:24][C:8]=1[C:9]([O:11][CH3:12])=[O:10], predict the reactants needed to synthesize it. The reactants are: O=[C:2]([CH2:8][C:9]([O:11][CH3:12])=[O:10])[CH2:3][C:4]([O:6][CH3:7])=[O:5].[CH3:13][O:14][C:15]1[CH:20]=[CH:19][C:18]([CH2:21][NH2:22])=[CH:17][CH:16]=1.[CH3:23][C:24]([O-])=O.[Na+].ClCC=O. (3) Given the product [N+:34]([C:31]1[CH:30]=[CH:29][C:28]([CH2:27][O:26][C:24]([N:19]2[CH2:20][CH2:21][N:16]([C:8]3[C:9]4[CH:15]=[CH:14][CH:13]=[CH:12][C:10]=4[NH:11][C:5]4[CH:4]=[CH:3][C:2]([Cl:1])=[CH:22][C:6]=4[N:7]=3)[CH2:17][CH2:18]2)=[O:25])=[CH:33][CH:32]=1)([O-:36])=[O:35], predict the reactants needed to synthesize it. The reactants are: [Cl:1][C:2]1[CH:3]=[CH:4][C:5]2[NH:11][C:10]3[CH:12]=[CH:13][CH:14]=[CH:15][C:9]=3[C:8]([N:16]3[CH2:21][CH2:20][NH:19][CH2:18][CH2:17]3)=[N:7][C:6]=2[CH:22]=1.Cl[C:24]([O:26][CH2:27][C:28]1[CH:33]=[CH:32][C:31]([N+:34]([O-:36])=[O:35])=[CH:30][CH:29]=1)=[O:25]. (4) The reactants are: [C:1]([C:5]1[CH:9]=[C:8]([NH:10][C:11]([NH:13][C:14]2[CH:19]=[CH:18][C:17](Cl)=[CH:16][CH:15]=2)=[O:12])[N:7]([C:21]2[CH:26]=[CH:25][C:24]([O:27]CC3C=CC=CC=3)=[CH:23][CH:22]=2)[N:6]=1)([CH3:4])([CH3:3])[CH3:2]. Given the product [C:1]([C:5]1[CH:9]=[C:8]([NH:10][C:11]([NH:13][C:14]2[CH:19]=[CH:18][CH:17]=[CH:16][CH:15]=2)=[O:12])[N:7]([C:21]2[CH:22]=[CH:23][C:24]([OH:27])=[CH:25][CH:26]=2)[N:6]=1)([CH3:4])([CH3:2])[CH3:3], predict the reactants needed to synthesize it. (5) Given the product [CH2:1]([O:8][C:9]([NH:11][C@@H:12]([CH2:16][C:17]1[CH:22]=[CH:21][C:20]([CH:23]2[S:27](=[O:28])(=[O:29])[NH:26][C:25](=[O:30])[CH2:24]2)=[C:19]([Br:31])[CH:18]=1)[C:13]([NH:59][CH2:60][CH2:61][CH2:62][CH2:63][O:64][C:65]1[CH:74]=[CH:73][CH:72]=[C:71]([OH:75])[C:66]=1[C:67]([O:69][CH3:70])=[O:68])=[O:14])=[O:10])[C:2]1[CH:7]=[CH:6][CH:5]=[CH:4][CH:3]=1, predict the reactants needed to synthesize it. The reactants are: [CH2:1]([O:8][C:9]([NH:11][C@@H:12]([CH2:16][C:17]1[CH:22]=[CH:21][C:20]([CH:23]2[S:27](=[O:29])(=[O:28])[NH:26][C:25](=[O:30])[CH2:24]2)=[C:19]([Br:31])[CH:18]=1)[C:13](O)=[O:14])=[O:10])[C:2]1[CH:7]=[CH:6][CH:5]=[CH:4][CH:3]=1.F[P-](F)(F)(F)(F)F.N1(O[P+](N(C)C)(N(C)C)N(C)C)C2C=CC=CC=2N=N1.[NH2:59][CH2:60][CH2:61][CH2:62][CH2:63][O:64][C:65]1[CH:74]=[CH:73][CH:72]=[C:71]([OH:75])[C:66]=1[C:67]([O:69][CH3:70])=[O:68].C(N(CC)C(C)C)(C)C.